This data is from Tox21: 12 toxicity assays (nuclear receptors and stress response pathways). The task is: Binary classification across 12 toxicity assays. (1) The molecule is CCOC(=O)C(C#N)=C(c1ccccc1)c1ccccc1. It tested positive (active) for: NR-ER (Estrogen Receptor agonist activity), and NR-ER-LBD (Estrogen Receptor Ligand Binding Domain agonist). (2) The drug is NC(=O)N1C(=O)C(C(=O)c2cc(Cl)cs2)c2cc(F)c(Cl)cc21. It tested positive (active) for: NR-AhR (Aryl hydrocarbon Receptor agonist activity), and SR-p53 (p53 tumor suppressor activation). (3) The drug is N#Cc1ccc(C2CCCc3cncn32)cc1. It tested positive (active) for: NR-Aromatase (Aromatase enzyme inhibition). (4) The compound is CO[C@H]1C=CO[C@@]2(C)Oc3c(C)c(O)c4c(O)c(c(/C=N/N5CCN(C)CC5)c(O)c4c3C2=O)NC(=O)C(C)=CC=C[C@H](C)[C@H](O)[C@@H](C)[C@@H](O)[C@@H](C)[C@H](OC(C)=O)[C@@H]1C. It tested positive (active) for: SR-MMP (Mitochondrial Membrane Potential disruption). (5) It tested positive (active) for: SR-ARE (Antioxidant Response Element (oxidative stress)). The drug is NCCCOCCOCCOCCCN.